This data is from Forward reaction prediction with 1.9M reactions from USPTO patents (1976-2016). The task is: Predict the product of the given reaction. Given the reactants [O:1]=[C:2]1[O:6][C:5]([C:7]2[S:8][CH:9]=[CH:10][C:11]=2[NH:12]C(=O)OC(C)(C)C)=[N:4][NH:3]1.[ClH:20], predict the reaction product. The product is: [ClH:20].[NH2:12][C:11]1[CH:10]=[CH:9][S:8][C:7]=1[C:5]1[O:6][C:2](=[O:1])[NH:3][N:4]=1.